Dataset: Full USPTO retrosynthesis dataset with 1.9M reactions from patents (1976-2016). Task: Predict the reactants needed to synthesize the given product. (1) Given the product [F:32][C:31]1[C:26]([C:22]2[CH:21]=[C:20]([CH:25]=[CH:24][CH:23]=2)[CH2:19][N:14]([CH:11]2[CH2:10][CH2:9][NH:8][CH2:13][CH2:12]2)[S:15]([CH3:18])(=[O:17])=[O:16])=[N:27][C:28]([NH:34][CH2:35][CH2:36][C:37]2[CH:42]=[CH:41][C:40]([OH:43])=[C:39]([O:44][CH3:45])[CH:38]=2)=[N:29][CH:30]=1, predict the reactants needed to synthesize it. The reactants are: C(OC([N:8]1[CH2:13][CH2:12][CH:11]([N:14]([CH2:19][C:20]2[CH:25]=[CH:24][CH:23]=[C:22]([C:26]3[C:31]([F:32])=[CH:30][N:29]=[C:28](Cl)[N:27]=3)[CH:21]=2)[S:15]([CH3:18])(=[O:17])=[O:16])[CH2:10][CH2:9]1)=O)(C)(C)C.[NH2:34][CH2:35][CH2:36][C:37]1[CH:42]=[CH:41][C:40]([OH:43])=[C:39]([O:44][CH3:45])[CH:38]=1. (2) Given the product [Br:23][C:13]1[C:14]([O:21][CH3:22])=[C:15]([O:20][CH3:25])[C:16]([O:18][CH3:19])=[CH:17][C:12]=1[CH2:11][N:8]1[CH:7]=[N:6][C:5]2[C:9]1=[N:10][C:2]([NH2:1])=[N:3][C:4]=2[Cl:24].[Cl:24][C:4]1[N:3]=[C:2]([NH2:1])[N:10]=[C:9]2[C:5]=1[N:6]=[CH:7][N:8]2[CH2:11][C:12]1[CH:17]=[C:16]([O:18][CH3:19])[C:15]([O:20][CH3:25])=[C:14]([O:21][CH3:22])[CH:13]=1, predict the reactants needed to synthesize it. The reactants are: [NH2:1][C:2]1[N:10]=[C:9]2[C:5]([N:6]=[CH:7][N:8]2[CH2:11][C:12]2[CH:17]=[C:16]([O:18][CH3:19])[C:15]([OH:20])=[C:14]([O:21][CH3:22])[C:13]=2[Br:23])=[C:4]([Cl:24])[N:3]=1.[C:25]([O-])(=O)C. (3) Given the product [F:13][C:12]([F:14])([F:15])[O:11][C:9]1[CH:10]=[C:4]([NH2:1])[C:5]([NH2:6])=[CH:7][CH:8]=1, predict the reactants needed to synthesize it. The reactants are: [N+:1]([C:4]1[CH:10]=[C:9]([O:11][C:12]([F:15])([F:14])[F:13])[CH:8]=[CH:7][C:5]=1[NH2:6])([O-])=O.[H][H]. (4) The reactants are: [OH:1][C:2]1[CH:6]=[C:5]([C:7]([O:9][CH3:10])=[O:8])[N:4]([CH3:11])[N:3]=1.[Na+].Cl[C:14]([F:19])([F:18])C([O-])=O.C(=O)([O-])[O-].[K+].[K+].O. Given the product [CH3:10][O:9][C:7]([C:5]1[N:4]([CH3:11])[N:3]=[C:2]([O:1][CH:14]([F:19])[F:18])[CH:6]=1)=[O:8], predict the reactants needed to synthesize it. (5) Given the product [C:37]([O:36][C:34]([N:7]1[CH2:8][CH2:9][CH:10]([NH:11][S:12]([C:15]2[CH:16]=[CH:17][C:18]([O:21][CH2:22][C:23]3[C:32]4[C:27](=[CH:28][CH:29]=[CH:30][CH:31]=4)[N:26]=[C:25]([CH3:33])[CH:24]=3)=[CH:19][CH:20]=2)(=[O:13])=[O:14])[CH:5]([C:3]([OH:4])=[O:2])[CH2:6]1)=[O:35])([CH3:40])([CH3:38])[CH3:39], predict the reactants needed to synthesize it. The reactants are: C[O:2][C:3]([CH:5]1[CH:10]([NH:11][S:12]([C:15]2[CH:20]=[CH:19][C:18]([O:21][CH2:22][C:23]3[C:32]4[C:27](=[CH:28][CH:29]=[CH:30][CH:31]=4)[N:26]=[C:25]([CH3:33])[CH:24]=3)=[CH:17][CH:16]=2)(=[O:14])=[O:13])[CH2:9][CH2:8][N:7]([C:34]([O:36][C:37]([CH3:40])([CH3:39])[CH3:38])=[O:35])[CH2:6]1)=[O:4].[OH-].[Li+].